This data is from Merck oncology drug combination screen with 23,052 pairs across 39 cell lines. The task is: Regression. Given two drug SMILES strings and cell line genomic features, predict the synergy score measuring deviation from expected non-interaction effect. (1) Drug 1: COC1=C2CC(C)CC(OC)C(O)C(C)C=C(C)C(OC(N)=O)C(OC)C=CC=C(C)C(=O)NC(=CC1=O)C2=O. Drug 2: CCc1c2c(nc3ccc(O)cc13)-c1cc3c(c(=O)n1C2)COC(=O)C3(O)CC. Cell line: RPMI7951. Synergy scores: synergy=-2.07. (2) Drug 1: COc1cccc2c1C(=O)c1c(O)c3c(c(O)c1C2=O)CC(O)(C(=O)CO)CC3OC1CC(N)C(O)C(C)O1. Drug 2: NC1(c2ccc(-c3nc4ccn5c(=O)[nH]nc5c4cc3-c3ccccc3)cc2)CCC1. Cell line: KPL1. Synergy scores: synergy=29.0. (3) Drug 1: COC1CC2CCC(C)C(O)(O2)C(=O)C(=O)N2CCCCC2C(=O)OC(C(C)CC2CCC(OP(C)(C)=O)C(OC)C2)CC(=O)C(C)C=C(C)C(O)C(OC)C(=O)C(C)CC(C)C=CC=CC=C1C. Drug 2: COC1=C2CC(C)CC(OC)C(O)C(C)C=C(C)C(OC(N)=O)C(OC)C=CC=C(C)C(=O)NC(=CC1=O)C2=O. Cell line: NCIH520. Synergy scores: synergy=19.1.